Dataset: Forward reaction prediction with 1.9M reactions from USPTO patents (1976-2016). Task: Predict the product of the given reaction. (1) Given the reactants [C:1]([O:4][C@H:5]1[C@:9]2([CH3:26])[CH2:10][CH2:11][C@@H:12]3[C@@H:21]([C@H:8]2C/C/1=C\C1C=CC=CC=1)[CH2:20][C@@H:19]1[C@H:14]([CH2:15][C@H:16]([O:22]C(=O)C)[CH2:17][CH2:18]1)[CH2:13]3)(=[O:3])[CH3:2].CC[O:36][C:37]([CH3:39])=[O:38], predict the reaction product. The product is: [C:1]([OH:4])(=[O:3])[CH3:2].[C:37]([OH:38])(=[O:36])[CH3:39].[OH:4][C@H:5]1[C@:9]2([CH3:26])[CH2:10][CH2:11][C@@H:12]3[C@@H:21]([C@H:8]2[CH2:39][C:37]1=[O:38])[CH2:20][C@@H:19]1[C@H:14]([CH2:15][C@H:16]([OH:22])[CH2:17][CH2:18]1)[CH2:13]3. (2) Given the reactants [CH3:1][O:2][C:3]([C:5]1(C(O)=O)[C:7]2([CH2:9][CH2:8]2)[CH2:6]1)=[O:4].C1C=CC(P([N:27]=[N+]=[N-])(C2C=CC=CC=2)=O)=CC=1.CCN(CC)CC.[ClH:37].O1CCOCC1, predict the reaction product. The product is: [ClH:37].[CH3:1][O:2][C:3]([C:5]1([NH2:27])[C:7]2([CH2:9][CH2:8]2)[CH2:6]1)=[O:4]. (3) Given the reactants C(O[C:4]([C:6]1[CH:11]=[C:10]([C:12]2[CH:13]=[N:14][CH:15]=[C:16]([F:18])[CH:17]=2)[CH:9]=[C:8]([CH3:19])[N:7]=1)=[O:5])C.[NH2:20][C:21]1[CH:26]=[CH:25][C:24]([Cl:27])=[CH:23][N:22]=1, predict the reaction product. The product is: [Cl:27][C:24]1[CH:25]=[CH:26][C:21]([NH:20][C:4]([C:6]2[CH:11]=[C:10]([C:12]3[CH:13]=[N:14][CH:15]=[C:16]([F:18])[CH:17]=3)[CH:9]=[C:8]([CH3:19])[N:7]=2)=[O:5])=[N:22][CH:23]=1. (4) Given the reactants [CH3:1][S:2]([C:5]1[CH:10]=[CH:9][C:8]([N:11]2[CH:16]=[CH:15][C:14]([O:17][CH:18]3[CH2:23][CH2:22][N:21]([C:24](OC(C)(C)C)=O)CC3)=[CH:13][C:12]2=[O:31])=[CH:7][CH:6]=1)(=[O:4])=[O:3].Cl[C:33]([O:35][C:36]1[CH:41]=[CH:40][CH:39]=[CH:38][C:37]=1[Cl:42])=[O:34].ClC(OC(C)C(F)(F)F)=O, predict the reaction product. The product is: [CH3:1][S:2]([C:5]1[CH:6]=[CH:7][C:8]([N:11]2[CH:16]=[CH:15][C:14]([O:17][CH2:18][CH:23]3[CH2:24][N:21]([C:33]([O:35][C:36]4[CH:41]=[CH:40][CH:39]=[CH:38][C:37]=4[Cl:42])=[O:34])[CH2:22]3)=[CH:13][C:12]2=[O:31])=[CH:9][CH:10]=1)(=[O:3])=[O:4].